Dataset: Forward reaction prediction with 1.9M reactions from USPTO patents (1976-2016). Task: Predict the product of the given reaction. (1) Given the reactants [C:1]1(=[O:11])[NH:6][CH2:5][CH2:4][N:3]2[CH2:7][CH2:8][CH2:9][CH:10]=[C:2]12.Br[C:13]1[CH:14]=[CH:15][C:16]([N+:19]([O-:21])=[O:20])=[N:17][CH:18]=1, predict the reaction product. The product is: [N+:19]([C:16]1[N:17]=[CH:18][C:13]([N:6]2[CH2:5][CH2:4][N:3]3[CH2:7][CH2:8][CH2:9][CH2:10][CH:2]3[C:1]2=[O:11])=[CH:14][CH:15]=1)([O-:21])=[O:20]. (2) Given the reactants [CH2:1]([NH:3][CH2:4][C:5]1[CH:10]=[CH:9][CH:8]=[CH:7][CH:6]=1)[CH3:2].C(N(C(C)C)CC)(C)C.[C:20](Cl)([Cl:22])=[O:21], predict the reaction product. The product is: [CH2:1]([N:3]([CH2:4][C:5]1[CH:10]=[CH:9][CH:8]=[CH:7][CH:6]=1)[C:20]([Cl:22])=[O:21])[CH3:2]. (3) Given the reactants Cl[CH2:2][C:3](=[O:5])[CH3:4].C(=O)([O-])[O-].[Cs+].[Cs+].[I-].[K+].[F:14][C:15]1[C:20]([NH:21][CH:22]=[O:23])=[CH:19][CH:18]=[C:17]([F:24])[N:16]=1, predict the reaction product. The product is: [F:14][C:15]1[C:20]([N:21]([CH2:2][C:3](=[O:5])[CH3:4])[CH:22]=[O:23])=[CH:19][CH:18]=[C:17]([F:24])[N:16]=1. (4) Given the reactants [CH2:1]1[C:6]2([CH2:11][CH2:10][CH:9]([C:12]([O:14][CH3:15])=[O:13])[CH2:8][CH2:7]2)[CH2:5][CH2:4][N:3](C(OC(C)(C)C)=O)[CH2:2]1, predict the reaction product. The product is: [CH2:5]1[C:6]2([CH2:11][CH2:10][CH:9]([C:12]([O:14][CH3:15])=[O:13])[CH2:8][CH2:7]2)[CH2:1][CH2:2][NH:3][CH2:4]1. (5) The product is: [C:13]([O:12][C:10](=[O:11])[NH:1][C:2]1[C:7]([CH3:8])=[CH:6][CH:5]=[CH:4][C:3]=1[OH:9])([CH3:16])([CH3:15])[CH3:14]. Given the reactants [NH2:1][C:2]1[C:7]([CH3:8])=[CH:6][CH:5]=[CH:4][C:3]=1[OH:9].[C:10](O[C:10]([O:12][C:13]([CH3:16])([CH3:15])[CH3:14])=[O:11])([O:12][C:13]([CH3:16])([CH3:15])[CH3:14])=[O:11].C(N(CC)CC)C, predict the reaction product. (6) Given the reactants [N:1]1[S:2][N:3]=[C:4]2[CH:9]=[C:8]([NH:10][C:11]3[N:18]=[CH:17][CH:16]=[CH:15][C:12]=3[CH:13]=O)[CH:7]=[CH:6][C:5]=12.[N:19]1[CH:24]=[CH:23][CH:22]=[CH:21][C:20]=1[CH2:25][CH2:26][CH2:27][CH2:28][C:29](OCC)=[O:30].[Li+].CC([N-]C(C)C)C, predict the reaction product. The product is: [N:1]1[S:2][N:3]=[C:4]2[CH:9]=[C:8]([N:10]3[C:11]4[C:12](=[CH:15][CH:16]=[CH:17][N:18]=4)[CH:13]=[C:28]([CH2:27][CH2:26][CH2:25][C:20]4[CH:21]=[CH:22][CH:23]=[CH:24][N:19]=4)[C:29]3=[O:30])[CH:7]=[CH:6][C:5]=12. (7) The product is: [C:61]([O:60][C:59]([NH:58][CH2:57][CH2:56][CH2:55][O:54][N:5]1[CH2:4][C:3]2[C:7](=[C:8]([C:11]3[N:12]([C:27]([O:29][C:30]([CH3:32])([CH3:31])[CH3:33])=[O:28])[C:13]4[C:18]([CH:19]=3)=[CH:17][C:16]([CH2:20][N:21]3[CH2:26][CH2:25][CH2:24][CH2:23][CH2:22]3)=[CH:15][CH:14]=4)[CH:9]=[CH:10][CH:2]=2)[C:6]1=[O:34])=[O:65])([CH3:64])([CH3:63])[CH3:62]. Given the reactants O[C:2]1[CH:10]=[CH:9][C:8]([C:11]2[N:12]([C:27]([O:29][C:30]([CH3:33])([CH3:32])[CH3:31])=[O:28])[C:13]3[C:18]([CH:19]=2)=[CH:17][C:16]([CH2:20][N:21]2[CH2:26][CH2:25][CH2:24][CH2:23][CH2:22]2)=[CH:15][CH:14]=3)=[C:7]2[C:3]=1[CH2:4][NH:5][C:6]2=[O:34].C1(P(C2C=CC=CC=2)C2C=CC=CC=2)C=CC=CC=1.[OH:54][CH2:55][CH2:56][CH2:57][NH:58][C:59](=[O:65])[O:60][C:61]([CH3:64])([CH3:63])[CH3:62].CCOC(/N=N/C(OCC)=O)=O.C1(C)C=CC=CC=1, predict the reaction product. (8) Given the reactants [CH:1]1([N:6]2[C:14](=[O:15])[CH2:13][CH2:12][C@H:7]2[C:8]([O:10]C)=[O:9])[CH2:5][CH2:4][CH2:3][CH2:2]1.[OH-].[Na+], predict the reaction product. The product is: [CH:1]1([N:6]2[C:14](=[O:15])[CH2:13][CH2:12][C@H:7]2[C:8]([OH:10])=[O:9])[CH2:2][CH2:3][CH2:4][CH2:5]1.